From a dataset of Reaction yield outcomes from USPTO patents with 853,638 reactions. Predict the reaction yield, written as a fraction of the theoretical maximum amount of product (1.0 means a 100% yield; for example, 0.34 means a 34% yield). (1) The catalyst is CN(C1C=CN=CC=1)C.CN(C=O)C. The reactants are [C:1]1([NH:7][C:8]2[C:17]3[CH:18]=[CH:19][S:20][C:16]=3[C:15]3[CH:14]=[CH:13][C:12]([C:21]([OH:23])=O)=[CH:11][C:10]=3[N:9]=2)[CH:6]=[CH:5][CH:4]=[CH:3][CH:2]=1.[CH3:24][S:25]([NH2:28])(=[O:27])=[O:26].CCN=C=NCCCN(C)C.O. The product is [CH3:24][S:25]([NH:28][C:21]([C:12]1[CH:13]=[CH:14][C:15]2[C:16]3[S:20][CH:19]=[CH:18][C:17]=3[C:8]([NH:7][C:1]3[CH:6]=[CH:5][CH:4]=[CH:3][CH:2]=3)=[N:9][C:10]=2[CH:11]=1)=[O:23])(=[O:27])=[O:26]. The yield is 0.810. (2) The reactants are [CH3:1][O:2][C:3]1[CH:8]=[CH:7][C:6]([C:9]([NH:20][CH2:21][CH2:22][CH2:23][CH2:24][CH2:25][C:26]([N:28]2[C:39]3[C:31](=[C:32]4[C:36](=[CH:37][CH:38]=3)[NH:35][CH:34]([C:40](O)=[O:41])[CH2:33]4)[CH:30]=[CH:29]2)=[O:27])([C:14]2[CH:19]=[CH:18][CH:17]=[CH:16][CH:15]=2)[C:10](=[CH2:13])[CH:11]=[CH2:12])=[CH:5][CH:4]=1.[CH:43]1[C:47]2=[C:48]3[C:52](=[CH:53][CH:54]=[C:46]2[NH:45][CH:44]=1)[NH:51][CH:50]([C:55]([N:57]1[C:68]2[C:60](=[C:61]4[C:65](=[CH:66][CH:67]=2)[NH:64][CH:63]([C:69]([O:71][CH3:72])=[O:70])[CH2:62]4)[CH:59]=[CH:58]1)=[O:56])[CH2:49]3.[C:73](O)(C(F)(F)F)=O.C(Cl)CCl. The catalyst is CN(C=O)C. The product is [CH3:1][O:2][C:3]1[CH:8]=[CH:7][C:6]([C:9]([NH:20][CH2:21][CH2:22][CH2:23][CH2:24][CH2:25][C:26]([N:28]2[C:39]3[C:31](=[C:32]4[C:36](=[CH:37][CH:38]=3)[NH:35][CH:34]([C:40]([N:45]3[C:46]5[C:47](=[C:48]6[C:52](=[CH:53][CH:54]=5)[NH:51][CH:50]([C:55]([N:57]5[C:68]7[C:60](=[C:61]8[C:65](=[CH:66][CH:67]=7)[NH:64][CH:63]([C:69]([O:71][CH3:72])=[O:70])[CH2:62]8)[CH:59]=[CH:58]5)=[O:56])[CH2:49]6)[CH:43]=[CH:44]3)=[O:41])[CH2:33]4)[CH:30]=[CH:29]2)=[O:27])([C:14]2[CH:15]=[CH:16][CH:17]=[CH:18][CH:19]=2)/[C:10](/[CH3:13])=[CH:11]/[CH:12]=[CH2:73])=[CH:5][CH:4]=1. The yield is 0.900.